From a dataset of Peptide-MHC class II binding affinity with 134,281 pairs from IEDB. Regression. Given a peptide amino acid sequence and an MHC pseudo amino acid sequence, predict their binding affinity value. This is MHC class II binding data. (1) The peptide sequence is ISLLLIQSWLEPVQF. The MHC is DRB4_0101 with pseudo-sequence DRB4_0103. The binding affinity (normalized) is 0.915. (2) The peptide sequence is AEMKTDAATLAQEAG. The MHC is DRB1_0401 with pseudo-sequence DRB1_0401. The binding affinity (normalized) is 0.580. (3) The peptide sequence is LLNRNNSFKPFAEYK. The MHC is DRB4_0101 with pseudo-sequence DRB4_0103. The binding affinity (normalized) is 0.206. (4) The peptide sequence is KQQVIAELYEKFFRI. The MHC is HLA-DQA10501-DQB10301 with pseudo-sequence HLA-DQA10501-DQB10301. The binding affinity (normalized) is 0.243. (5) The peptide sequence is IDLWSYNAELLVALE. The MHC is DRB1_1101 with pseudo-sequence DRB1_1101. The binding affinity (normalized) is 0.101. (6) The peptide sequence is GELQIVDKEDAAFKI. The MHC is DRB4_0101 with pseudo-sequence DRB4_0103. The binding affinity (normalized) is 0.573. (7) The peptide sequence is KKPFALLLVLAGWLFHV. The MHC is DRB1_0301 with pseudo-sequence DRB1_0301. The binding affinity (normalized) is 0. (8) The peptide sequence is YDKFLANISTVLTGK. The MHC is DRB1_1602 with pseudo-sequence DRB1_1602. The binding affinity (normalized) is 0.808. (9) The peptide sequence is LNIMLGKSSFCDICG. The MHC is DRB1_0101 with pseudo-sequence DRB1_0101. The binding affinity (normalized) is 0.687.